From a dataset of NCI-60 drug combinations with 297,098 pairs across 59 cell lines. Regression. Given two drug SMILES strings and cell line genomic features, predict the synergy score measuring deviation from expected non-interaction effect. Drug 1: COC1=C2C(=CC3=C1OC=C3)C=CC(=O)O2. Drug 2: COCCOC1=C(C=C2C(=C1)C(=NC=N2)NC3=CC=CC(=C3)C#C)OCCOC.Cl. Cell line: IGROV1. Synergy scores: CSS=14.1, Synergy_ZIP=-3.74, Synergy_Bliss=0.959, Synergy_Loewe=-14.9, Synergy_HSA=-1.73.